Predict the reactants needed to synthesize the given product. From a dataset of Full USPTO retrosynthesis dataset with 1.9M reactions from patents (1976-2016). Given the product [F:36][C:32]1[N:10]2[C:11]([C:13]3[CH:14]=[N:15][N:16]([C:18]4([CH2:29][C:30]#[N:31])[CH2:21][N:20]([S:22]([C:25]([F:28])([F:26])[F:27])(=[O:24])=[O:23])[CH2:19]4)[CH:17]=3)=[N:12][C:7]([C:5]3[CH:4]=[N:3][N:2]([CH3:1])[CH:6]=3)=[CH:8][C:9]2=[N:34][CH:33]=1, predict the reactants needed to synthesize it. The reactants are: [CH3:1][N:2]1[CH:6]=[C:5]([C:7]2[N:12]=[C:11]([C:13]3[CH:14]=[N:15][N:16]([C:18]4([CH2:29][C:30]#[N:31])[CH2:21][N:20]([S:22]([C:25]([F:28])([F:27])[F:26])(=[O:24])=[O:23])[CH2:19]4)[CH:17]=3)[N:10]3[CH:32]=[CH:33][N:34]=[C:9]3[CH:8]=2)[CH:4]=[N:3]1.[B-](F)(F)(F)[F:36].[B-](F)(F)(F)F.C1[N+]2(CCl)CC[N+](F)(CC2)C1.C(O)(=O)C.